Dataset: Catalyst prediction with 721,799 reactions and 888 catalyst types from USPTO. Task: Predict which catalyst facilitates the given reaction. (1) Reactant: [C:1]([OH:6])(=O)[C:2]([CH3:4])=[CH2:3].S(Cl)(Cl)=O.[Br:11][C:12]1[C:18]([CH3:19])=[CH:17][C:16]([N+:20]([O-:22])=[O:21])=[CH:15][C:13]=1[NH2:14]. Product: [Br:11][C:12]1[C:18]([CH3:19])=[CH:17][C:16]([N+:20]([O-:22])=[O:21])=[CH:15][C:13]=1[NH:14][C:1](=[O:6])[C:2]([CH3:4])=[CH2:3]. The catalyst class is: 80. (2) Reactant: [C:1]1([OH:7])[CH:6]=[CH:5][CH:4]=[CH:3][CH:2]=1.C1OCCOCCOCCOCCOCCOC1.C(=O)([O-])[O-].[K+].[K+].Br[CH2:33][CH2:34][CH2:35][CH2:36][CH2:37][CH2:38][C:39]([O:41][CH2:42][CH3:43])=[O:40]. The catalyst class is: 21. Product: [CH2:42]([O:41][C:39](=[O:40])[CH2:38][CH2:37][CH2:36][CH2:35][CH2:34][CH2:33][O:7][C:1]1[CH:6]=[CH:5][CH:4]=[CH:3][CH:2]=1)[CH3:43]. (3) Reactant: Cl.[NH:2]1[CH2:5][CH:4]([C:6]2[CH:13]=[CH:12][C:9]([C:10]#[N:11])=[CH:8][CH:7]=2)[CH2:3]1.C1C=CC2N(O)N=NC=2C=1.C(Cl)CCl.[C:28]([C:31]1[C:32]([CH:41]2[CH2:44][CH2:43][CH2:42]2)=[CH:33][C:34]([CH3:40])=[C:35]([CH:39]=1)[C:36](O)=[O:37])(=[O:30])[NH2:29].CCN(C(C)C)C(C)C. Product: [C:10]([C:9]1[CH:12]=[CH:13][C:6]([CH:4]2[CH2:5][N:2]([C:36]([C:35]3[C:34]([CH3:40])=[CH:33][C:32]([CH:41]4[CH2:44][CH2:43][CH2:42]4)=[C:31]([CH:39]=3)[C:28]([NH2:29])=[O:30])=[O:37])[CH2:3]2)=[CH:7][CH:8]=1)#[N:11]. The catalyst class is: 39. (4) Reactant: [OH:1][C:2]1[C:11]2[C:10]([CH3:13])([CH3:12])[CH2:9][CH2:8][C:7]([CH3:15])([CH3:14])[C:6]=2[CH:5]=[C:4]([C:16](=[O:18])[CH3:17])[CH:3]=1.[C:19]([C:22]1[CH:29]=[CH:28][C:25]([CH:26]=O)=[CH:24][CH:23]=1)([OH:21])=[O:20].[OH-].[K+].[CH3:32]O. Product: [OH:1][C:2]1[C:11]2[C:10]([CH3:12])([CH3:13])[CH2:9][CH2:8][C:7]([CH3:15])([CH3:14])[C:6]=2[CH:5]=[C:4]([C:16](=[O:18])/[CH:17]=[CH:26]/[C:25]2[CH:28]=[CH:29][C:22]([C:19]([O:21][CH3:32])=[O:20])=[CH:23][CH:24]=2)[CH:3]=1. The catalyst class is: 65.